This data is from Full USPTO retrosynthesis dataset with 1.9M reactions from patents (1976-2016). The task is: Predict the reactants needed to synthesize the given product. (1) Given the product [CH3:1][O:2][C:3](=[O:19])[CH:4]([O:16][CH2:17][CH3:18])[CH2:5][C:6]1[C:14]2[CH:13]=[CH:12][S:11][C:10]=2[C:9]([O:15][CH2:33][CH2:32][C:30]2[N:31]=[C:27]([C:24]3[CH:25]=[CH:26][C:21]([Cl:20])=[CH:22][CH:23]=3)[O:28][C:29]=2[CH3:35])=[CH:8][CH:7]=1, predict the reactants needed to synthesize it. The reactants are: [CH3:1][O:2][C:3](=[O:19])[CH:4]([O:16][CH2:17][CH3:18])[CH2:5][C:6]1[C:14]2[CH:13]=[CH:12][S:11][C:10]=2[C:9]([OH:15])=[CH:8][CH:7]=1.[Cl:20][C:21]1[CH:26]=[CH:25][C:24]([C:27]2[O:28][C:29]([CH3:35])=[C:30]([CH2:32][CH2:33]O)[N:31]=2)=[CH:23][CH:22]=1.ClC1C=CC(C=O)=CC=1.C1(P(C2C=CC=CC=2)C2C=CC=CC=2)C=CC=CC=1.N(C(OCC)=O)=NC(OCC)=O. (2) The reactants are: [F:1][C:2]1[CH:30]=[C:29]([NH:31][C:32]([C:34]2[C:35](=[O:48])[N:36]([C:41]3[CH:46]=[CH:45][C:44]([F:47])=[CH:43][CH:42]=3)[C:37]([CH3:40])=[CH:38][CH:39]=2)=[O:33])[CH:28]=[CH:27][C:3]=1[O:4][C:5]1[CH:6]=[C:7]2[C:11](=[CH:12][C:13]=1[C:14]1[CH:15]=[N:16][N:17](C(OC(C)(C)C)=O)[CH:18]=1)[N:10]([CH3:26])[N:9]=[CH:8]2.C([SiH](CC)CC)C.C(O)(C(F)(F)F)=O. Given the product [F:1][C:2]1[CH:30]=[C:29]([NH:31][C:32]([C:34]2[C:35](=[O:48])[N:36]([C:41]3[CH:42]=[CH:43][C:44]([F:47])=[CH:45][CH:46]=3)[C:37]([CH3:40])=[CH:38][CH:39]=2)=[O:33])[CH:28]=[CH:27][C:3]=1[O:4][C:5]1[CH:6]=[C:7]2[C:11](=[CH:12][C:13]=1[C:14]1[CH:15]=[N:16][NH:17][CH:18]=1)[N:10]([CH3:26])[N:9]=[CH:8]2, predict the reactants needed to synthesize it. (3) Given the product [CH:14]1([NH:17][C:18]([C:19]2[CH:20]=[C:21]([F:35])[C:22]([CH3:34])=[C:23]([C:2]3[CH:11]=[CH:10][C:5]([C:6]([O:8][CH3:9])=[O:7])=[CH:4][C:3]=3[CH:12]=[O:13])[CH:24]=2)=[O:36])[CH2:16][CH2:15]1, predict the reactants needed to synthesize it. The reactants are: Br[C:2]1[CH:11]=[CH:10][C:5]([C:6]([O:8][CH3:9])=[O:7])=[CH:4][C:3]=1[CH:12]=[O:13].[CH:14]1([NH:17][C:18](=[O:36])[C:19]2[CH:24]=[C:23](B3OC(C)(C)C(C)(C)O3)[C:22]([CH3:34])=[C:21]([F:35])[CH:20]=2)[CH2:16][CH2:15]1.C(=O)([O-])[O-].[K+].[K+]. (4) Given the product [CH3:1][S:2]([CH2:5][CH:14]([NH:15][C:16](=[O:22])[O:17][C:18]([CH3:20])([CH3:19])[CH3:21])[C:10]1[CH:11]=[CH:12][CH:13]=[C:8]([C:7]([F:24])([F:23])[F:6])[CH:9]=1)(=[O:4])=[O:3], predict the reactants needed to synthesize it. The reactants are: [CH3:1][S:2]([CH3:5])(=[O:4])=[O:3].[F:6][C:7]([F:24])([F:23])[C:8]1[CH:9]=[C:10](/[CH:14]=[N:15]/[C:16](=[O:22])[O:17][C:18]([CH3:21])([CH3:20])[CH3:19])[CH:11]=[CH:12][CH:13]=1.